This data is from NCI-60 drug combinations with 297,098 pairs across 59 cell lines. The task is: Regression. Given two drug SMILES strings and cell line genomic features, predict the synergy score measuring deviation from expected non-interaction effect. (1) Drug 1: CC1CCC2CC(C(=CC=CC=CC(CC(C(=O)C(C(C(=CC(C(=O)CC(OC(=O)C3CCCCN3C(=O)C(=O)C1(O2)O)C(C)CC4CCC(C(C4)OC)O)C)C)O)OC)C)C)C)OC. Drug 2: CC1=C2C(C(=O)C3(C(CC4C(C3C(C(C2(C)C)(CC1OC(=O)C(C(C5=CC=CC=C5)NC(=O)C6=CC=CC=C6)O)O)OC(=O)C7=CC=CC=C7)(CO4)OC(=O)C)O)C)OC(=O)C. Cell line: LOX IMVI. Synergy scores: CSS=26.8, Synergy_ZIP=4.68, Synergy_Bliss=4.08, Synergy_Loewe=-6.70, Synergy_HSA=4.58. (2) Drug 1: CC1=C(C=C(C=C1)NC(=O)C2=CC=C(C=C2)CN3CCN(CC3)C)NC4=NC=CC(=N4)C5=CN=CC=C5. Drug 2: CC(C)NC(=O)C1=CC=C(C=C1)CNNC.Cl. Cell line: CAKI-1. Synergy scores: CSS=-14.0, Synergy_ZIP=8.95, Synergy_Bliss=-1.69, Synergy_Loewe=-12.1, Synergy_HSA=-10.6. (3) Drug 1: CCC1=CC2CC(C3=C(CN(C2)C1)C4=CC=CC=C4N3)(C5=C(C=C6C(=C5)C78CCN9C7C(C=CC9)(C(C(C8N6C)(C(=O)OC)O)OC(=O)C)CC)OC)C(=O)OC. Drug 2: CCN(CC)CCNC(=O)C1=C(NC(=C1C)C=C2C3=C(C=CC(=C3)F)NC2=O)C. Cell line: UACC62. Synergy scores: CSS=40.3, Synergy_ZIP=-5.16, Synergy_Bliss=-7.87, Synergy_Loewe=-7.61, Synergy_HSA=-2.58. (4) Drug 1: CN(C)C(=N)N=C(N)N. Drug 2: CC1CC(C(C(C=C(C(C(C=CC=C(C(=O)NC2=CC(=O)C(=C(C1)C2=O)OC)C)OC)OC(=O)N)C)C)O)OC. Cell line: SK-OV-3. Synergy scores: CSS=39.6, Synergy_ZIP=2.46, Synergy_Bliss=-1.11, Synergy_Loewe=-27.5, Synergy_HSA=0.317. (5) Drug 1: CC1C(C(CC(O1)OC2CC(CC3=C2C(=C4C(=C3O)C(=O)C5=C(C4=O)C(=CC=C5)OC)O)(C(=O)CO)O)N)O.Cl. Drug 2: C1CCC(C(C1)N)N.C(=O)(C(=O)[O-])[O-].[Pt+4]. Cell line: SK-MEL-2. Synergy scores: CSS=20.9, Synergy_ZIP=11.9, Synergy_Bliss=8.45, Synergy_Loewe=6.98, Synergy_HSA=7.94. (6) Drug 1: CC1=C(C=C(C=C1)NC(=O)C2=CC=C(C=C2)CN3CCN(CC3)C)NC4=NC=CC(=N4)C5=CN=CC=C5. Drug 2: N.N.Cl[Pt+2]Cl. Cell line: CAKI-1. Synergy scores: CSS=28.0, Synergy_ZIP=-6.98, Synergy_Bliss=-3.13, Synergy_Loewe=-6.61, Synergy_HSA=-2.15. (7) Drug 1: C1=C(C(=O)NC(=O)N1)N(CCCl)CCCl. Drug 2: C#CCC(CC1=CN=C2C(=N1)C(=NC(=N2)N)N)C3=CC=C(C=C3)C(=O)NC(CCC(=O)O)C(=O)O. Cell line: UACC62. Synergy scores: CSS=29.5, Synergy_ZIP=-9.59, Synergy_Bliss=-1.11, Synergy_Loewe=-1.45, Synergy_HSA=-0.472. (8) Drug 1: COC1=NC(=NC2=C1N=CN2C3C(C(C(O3)CO)O)O)N. Drug 2: C1CCC(C(C1)N)N.C(=O)(C(=O)[O-])[O-].[Pt+4]. Cell line: CCRF-CEM. Synergy scores: CSS=61.7, Synergy_ZIP=-3.02, Synergy_Bliss=-2.54, Synergy_Loewe=-5.34, Synergy_HSA=1.50. (9) Drug 1: CN(C(=O)NC(C=O)C(C(C(CO)O)O)O)N=O. Drug 2: B(C(CC(C)C)NC(=O)C(CC1=CC=CC=C1)NC(=O)C2=NC=CN=C2)(O)O. Cell line: M14. Synergy scores: CSS=40.4, Synergy_ZIP=4.17, Synergy_Bliss=-0.347, Synergy_Loewe=-39.4, Synergy_HSA=1.62. (10) Drug 2: C1CNP(=O)(OC1)N(CCCl)CCCl. Drug 1: CN1C(=O)N2C=NC(=C2N=N1)C(=O)N. Cell line: SK-MEL-5. Synergy scores: CSS=-1.69, Synergy_ZIP=1.85, Synergy_Bliss=-0.373, Synergy_Loewe=-2.29, Synergy_HSA=-3.69.